From a dataset of Forward reaction prediction with 1.9M reactions from USPTO patents (1976-2016). Predict the product of the given reaction. (1) Given the reactants C[Si]([CH2:5][N:6]1[CH:10]=[C:9]([C:11]2[CH:16]=[CH:15][CH:14]=[CH:13][N:12]=2)[N:8]=[N:7]1)(C)C.O.[F-].C([N+](CCCC)(CCCC)CCCC)CCC, predict the reaction product. The product is: [CH3:5][N:6]1[CH:10]=[C:9]([C:11]2[CH:16]=[CH:15][CH:14]=[CH:13][N:12]=2)[N:8]=[N:7]1. (2) Given the reactants [C:1]1([CH:11]=[O:12])[C:10]2[C:5](=[CH:6][CH:7]=[CH:8][CH:9]=2)[CH:4]=[CH:3][N:2]=1.[NH2:13][C:14]1[CH:19]=[CH:18][C:17]([CH2:20][C:21]([O:23][CH3:24])=[O:22])=[CH:16][C:15]=1O.C(O)(=O)C.C(O)(=O)C.IC1C=CC=CC=1, predict the reaction product. The product is: [C:1]1([C:11]2[O:12][C:15]3[CH:16]=[C:17]([CH2:20][C:21]([O:23][CH3:24])=[O:22])[CH:18]=[CH:19][C:14]=3[N:13]=2)[C:10]2[C:5](=[CH:6][CH:7]=[CH:8][CH:9]=2)[CH:4]=[CH:3][N:2]=1. (3) Given the reactants Cl.[CH2:2]([NH:4][CH2:5][CH2:6][N:7]1[C:11](=[O:12])[C:10]2=[CH:13][CH:14]=[CH:15][CH:16]=[C:9]2[C:8]1=[O:17])[CH3:3], predict the reaction product. The product is: [CH2:2]([NH:4][CH2:5][CH2:6][N:7]1[C:11](=[O:12])[C:10]2=[CH:13][CH:14]=[CH:15][CH:16]=[C:9]2[C:8]1=[O:17])[CH3:3]. (4) The product is: [Br:1][C:2]1[CH:3]=[CH:4][C:5]([F:12])=[C:6]([C:8]([CH3:10])=[CH2:9])[CH:7]=1. Given the reactants [Br:1][C:2]1[CH:3]=[CH:4][C:5]([F:12])=[C:6]([C:8](O)([CH3:10])[CH3:9])[CH:7]=1.C1C(O)=CC=C(O)C=1.OP(O)(O)=O, predict the reaction product.